This data is from Full USPTO retrosynthesis dataset with 1.9M reactions from patents (1976-2016). The task is: Predict the reactants needed to synthesize the given product. (1) Given the product [CH:35]1([C:38]2[O:1][N:2]=[C:3]([C:5]3[CH:10]=[CH:9][C:8](/[CH:11]=[CH:12]/[C:13]([NH:15][CH:16]([C:21]4[CH:26]=[CH:25][CH:24]=[C:23]([C:27]([F:28])([F:29])[F:30])[CH:22]=4)[C:17]([F:19])([F:20])[F:18])=[O:14])=[CH:7][C:6]=3[C:31]([F:32])([F:33])[F:34])[N:4]=2)[CH2:37][CH2:36]1, predict the reactants needed to synthesize it. The reactants are: [OH:1][N:2]=[C:3]([C:5]1[CH:10]=[CH:9][C:8](/[CH:11]=[CH:12]/[C:13]([NH:15][CH:16]([C:21]2[CH:26]=[CH:25][CH:24]=[C:23]([C:27]([F:30])([F:29])[F:28])[CH:22]=2)[C:17]([F:20])([F:19])[F:18])=[O:14])=[CH:7][C:6]=1[C:31]([F:34])([F:33])[F:32])[NH2:4].[CH:35]1([C:38](Cl)=O)[CH2:37][CH2:36]1. (2) Given the product [CH2:85]([S:87][C:48]1[CH:49]=[CH:50][CH:51]=[C:52]2[C:57]=1[N:56]=[C:55]([C:58]1[N:62]3[CH:63]=[C:64]([C@@H:67]([N:72]4[CH2:76][CH2:75][C@H:74]([NH:77][C:78](=[O:84])[O:79][C:80]([CH3:83])([CH3:82])[CH3:81])[CH2:73]4)[C:68]([F:71])([F:70])[F:69])[CH:65]=[CH:66][C:61]3=[N:60][N:59]=1)[CH:54]=[CH:53]2)[CH3:86], predict the reactants needed to synthesize it. The reactants are: C(Cl)(Cl)Cl.CC1(C)C2C=CC=C(P(C3C=CC=CC=3)C3C=CC=CC=3)C=2OC2C1=CC=CC=2P(C1C=CC=CC=1)C1C=CC=CC=1.Br[C:48]1[CH:49]=[CH:50][CH:51]=[C:52]2[C:57]=1[N:56]=[C:55]([C:58]1[N:62]3[CH:63]=[C:64]([C@@H:67]([N:72]4[CH2:76][CH2:75][C@H:74]([NH:77][C:78](=[O:84])[O:79][C:80]([CH3:83])([CH3:82])[CH3:81])[CH2:73]4)[C:68]([F:71])([F:70])[F:69])[CH:65]=[CH:66][C:61]3=[N:60][N:59]=1)[CH:54]=[CH:53]2.[CH2:85]([SH:87])[CH3:86].C(N(C(C)C)C(C)C)C. (3) Given the product [CH2:3]([O:2][P:1]([C:13]#[N:16])(=[O:12])[O:7][CH2:8][CH3:9])[CH3:4], predict the reactants needed to synthesize it. The reactants are: [P:1]([O-:12])([O:7][C:8](C)(C)[CH3:9])[O:2][C:3](C)(C)[CH3:4].[CH:13]([N:16](C(C)C)P(Cl)(N)=O)(C)C.[O-]P(OP([O-])([O-])=O)(=O)[O-].C(OP([O-])(OCC1C=CC=CC=1)=O)C1C=CC=CC=1. (4) The reactants are: CS(O[CH2:6][C:7]1[CH:12]=[C:11]([C:13]2[CH:14]=[N:15][C:16]([C:19]([F:22])([F:21])[F:20])=[N:17][CH:18]=2)[N:10]=[C:9]([C:23]([F:26])([F:25])[F:24])[CH:8]=1)(=O)=O.[Na+].[I-].CN(C)C=O.[C:34]([O:38][C:39]([N-:41][C:42]([O:44][C:45]([CH3:48])([CH3:47])[CH3:46])=[O:43])=[O:40])([CH3:37])([CH3:36])[CH3:35].[K+]. Given the product [C:45]([O:44][C:42]([N:41]([CH2:6][C:7]1[CH:12]=[C:11]([C:13]2[CH:14]=[N:15][C:16]([C:19]([F:20])([F:21])[F:22])=[N:17][CH:18]=2)[N:10]=[C:9]([C:23]([F:26])([F:24])[F:25])[CH:8]=1)[C:39](=[O:40])[O:38][C:34]([CH3:37])([CH3:36])[CH3:35])=[O:43])([CH3:48])([CH3:47])[CH3:46], predict the reactants needed to synthesize it. (5) Given the product [CH3:7][C:8]1([C:13]2[O:17][CH:16]=[C:15]([CH2:18][OH:19])[CH:14]=2)[O:9][CH2:10][CH2:11][O:12]1, predict the reactants needed to synthesize it. The reactants are: [H-].[Al+3].[Li+].[H-].[H-].[H-].[CH3:7][C:8]1([C:13]2[O:17][CH:16]=[C:15]([C:18](O)=[O:19])[CH:14]=2)[O:12][CH2:11][CH2:10][O:9]1.O. (6) Given the product [C:37]([O:41][C:42](=[O:48])[NH:43][CH2:44][CH2:45][CH2:46][NH:47][C:11](=[O:13])[CH2:10][CH2:9][S:8][C:6]1[CH:5]=[C:4]([Cl:14])[N:3]=[C:2]([NH2:1])[N:7]=1)([CH3:40])([CH3:38])[CH3:39], predict the reactants needed to synthesize it. The reactants are: [NH2:1][C:2]1[N:7]=[C:6]([S:8][CH2:9][CH2:10][C:11]([OH:13])=O)[CH:5]=[C:4]([Cl:14])[N:3]=1.ON1C2C=CC=CC=2N=N1.Cl.C(N=C=NCCCN(C)C)C.[C:37]([O:41][C:42](=[O:48])[NH:43][CH2:44][CH2:45][CH2:46][NH2:47])([CH3:40])([CH3:39])[CH3:38].C(N(C(C)C)CC)(C)C.Cl.